From a dataset of Catalyst prediction with 721,799 reactions and 888 catalyst types from USPTO. Predict which catalyst facilitates the given reaction. Reactant: [F:1][C:2]([F:18])([F:17])[C:3]1[CH:4]=[C:5]([CH2:13][C:14]([OH:16])=[O:15])[CH:6]=[C:7]([C:9]([F:12])([F:11])[F:10])[CH:8]=1.[CH2:19](O)[CH3:20].C(Cl)CCl. Product: [F:1][C:2]([F:17])([F:18])[C:3]1[CH:4]=[C:5]([CH2:13][C:14]([O:16][CH2:19][CH3:20])=[O:15])[CH:6]=[C:7]([C:9]([F:11])([F:12])[F:10])[CH:8]=1. The catalyst class is: 4.